From a dataset of Full USPTO retrosynthesis dataset with 1.9M reactions from patents (1976-2016). Predict the reactants needed to synthesize the given product. (1) Given the product [C:1]([Si:5]([CH3:18])([CH3:17])[O:6][C:7]1[CH:8]=[CH:9][C:10]2[O:15][CH2:14][CH2:13][N:12]([C:20]3[CH:21]=[N:22][C:23]([O:28][CH3:29])=[C:24]([CH:27]=3)[C:25]#[N:26])[C:11]=2[CH:16]=1)([CH3:4])([CH3:3])[CH3:2], predict the reactants needed to synthesize it. The reactants are: [C:1]([Si:5]([CH3:18])([CH3:17])[O:6][C:7]1[CH:8]=[CH:9][C:10]2[O:15][CH2:14][CH2:13][NH:12][C:11]=2[CH:16]=1)([CH3:4])([CH3:3])[CH3:2].Br[C:20]1[CH:21]=[N:22][C:23]([O:28][CH3:29])=[C:24]([CH:27]=1)[C:25]#[N:26].CC([O-])(C)C.[Na+]. (2) Given the product [NH2:6][C:7]1[S:8][C:9]([C:18]([OH:19])([CH3:20])[CH3:17])=[CH:10][N:11]=1, predict the reactants needed to synthesize it. The reactants are: C([Li])CCC.[NH2:6][C:7]1[S:8][CH:9]=[CH:10][N:11]=1.Cl[Si](C)(C)C.[CH3:17][C:18]([CH3:20])=[O:19]. (3) Given the product [Cl:1][C:2]1[C:11]2[C:6](=[CH:7][C:8]([N:16]([CH3:17])[CH3:15])=[CH:9][CH:10]=2)[C:5]([O:13][CH3:14])=[CH:4][N:3]=1, predict the reactants needed to synthesize it. The reactants are: [Cl:1][C:2]1[C:11]2[C:6](=[CH:7][C:8](F)=[CH:9][CH:10]=2)[C:5]([O:13][CH3:14])=[CH:4][N:3]=1.[CH3:15][NH:16][CH3:17].C1COCC1. (4) Given the product [CH2:10]([C:9]1[CH:8]=[CH:7][C:6]([CH:4]([CH3:5])[C:2]([O:1][CH2:21][CH3:22])=[O:3])=[CH:15][CH:14]=1)[CH:11]([CH3:12])[CH3:13], predict the reactants needed to synthesize it. The reactants are: [OH:1][C:2]([CH:4]([C:6]1[CH:15]=[CH:14][C:9]([CH2:10][CH:11]([CH3:13])[CH3:12])=[CH:8][CH:7]=1)[CH3:5])=[O:3].Cl[Si](C)(C)C.[CH3:21][CH2:22]O. (5) Given the product [CH3:48][C@:22]12[CH2:21][CH2:20][C@H:19]([OH:18])[CH2:35][C:34]1=[CH:33][CH2:32][CH:31]1[CH:23]2[CH2:24][CH2:25][C@@:26]2([CH3:47])[CH:30]1[CH2:29][CH2:28][C@H:27]2[N:36]1[CH:40]=[C:39]([C:41]2[CH:42]=[CH:43][CH:44]=[CH:45][CH:46]=2)[N:38]=[N:37]1, predict the reactants needed to synthesize it. The reactants are: [Si]([O:18][C@@H:19]1[CH2:35][C:34]2[C@@:22]([CH3:48])([CH:23]3[CH:31]([CH2:32][CH:33]=2)[CH:30]2[C@@:26]([CH3:47])([C@H:27]([N:36]4[CH:40]=[C:39]([C:41]5[CH:46]=[CH:45][CH:44]=[CH:43][CH:42]=5)[N:38]=[N:37]4)[CH2:28][CH2:29]2)[CH2:25][CH2:24]3)[CH2:21][CH2:20]1)(C(C)(C)C)(C1C=CC=CC=1)C1C=CC=CC=1.